Predict the reaction yield, written as a fraction of the theoretical maximum amount of product (1.0 means a 100% yield; for example, 0.34 means a 34% yield). From a dataset of Reaction yield outcomes from USPTO patents with 853,638 reactions. The reactants are [CH3:1][C:2]1[O:3][C:4]([C:8]([OH:10])=O)=[C:5]([CH3:7])[N:6]=1.O1CCCC1.S(Cl)(Cl)=O.[NH2:20][C:21]1[CH:22]=[C:23]([CH:40]=[CH:41][C:42]=1[CH3:43])[O:24][C:25]1[CH:26]=[CH:27][C:28]2[N:29]([N:31]=[C:32]([NH:34][C:35]([CH:37]3[CH2:39][CH2:38]3)=[O:36])[N:33]=2)[CH:30]=1. The catalyst is CN(C)C=O.CN(C)C(=O)C. The product is [CH:37]1([C:35]([NH:34][C:32]2[N:33]=[C:28]3[CH:27]=[CH:26][C:25]([O:24][C:23]4[CH:40]=[CH:41][C:42]([CH3:43])=[C:21]([NH:20][C:8]([C:4]5[O:3][C:2]([CH3:1])=[N:6][C:5]=5[CH3:7])=[O:10])[CH:22]=4)=[CH:30][N:29]3[N:31]=2)=[O:36])[CH2:38][CH2:39]1. The yield is 0.640.